From a dataset of Forward reaction prediction with 1.9M reactions from USPTO patents (1976-2016). Predict the product of the given reaction. (1) Given the reactants [N:1]1[CH:6]=[CH:5][CH:4]=[C:3]([C:7](=[O:11])[CH2:8][CH2:9][CH3:10])[CH:2]=1.[Br:12]Br.S([O-])([O-])(=O)=S.[Na+].[Na+].C(=O)([O-])[O-].[K+].[K+], predict the reaction product. The product is: [Br:12][CH:8]([CH2:9][CH3:10])[C:7]([C:3]1[CH:2]=[N:1][CH:6]=[CH:5][CH:4]=1)=[O:11]. (2) Given the reactants [C:1](#[N:3])[CH3:2].C[Si]([N-][Si](C)(C)C)(C)C.[Li+].[CH3:14][C:15]1[O:19][C:18]([C:20](OC)=[O:21])=[CH:17][CH:16]=1.Cl, predict the reaction product. The product is: [CH3:14][C:15]1[O:19][C:18]([C:20](=[O:21])[CH2:2][C:1]#[N:3])=[CH:17][CH:16]=1. (3) The product is: [O:12]=[C:10]1[C:5]2([CH2:6][CH2:7][CH2:8][CH2:9]2)[NH:4][CH2:3][C@@H:2]([C:14]2[CH:19]=[CH:18][CH:17]=[CH:16][CH:15]=2)[N:26]1[CH2:25][C:24]([O:23][CH2:21][CH3:22])=[O:27]. Given the reactants O=[C:2]([C:14]1[CH:19]=[CH:18][CH:17]=[CH:16][CH:15]=1)[CH2:3][NH:4][C:5]1([C:10]([O:12]C)=O)[CH2:9][CH2:8][CH2:7][CH2:6]1.Cl.[CH2:21]([O:23][C:24](=[O:27])[CH2:25][NH2:26])[CH3:22].CC(O)=O.[BH3-]C#N.[Na+], predict the reaction product. (4) Given the reactants Cl.[NH:2]1[CH2:7][CH2:6][C:5](=[O:8])[CH2:4][CH2:3]1.N1CCC(=O)CC1.[Cl:16][C:17]1[CH:22]=[CH:21][C:20]([N:23]=[C:24]=[O:25])=[CH:19][CH:18]=1, predict the reaction product. The product is: [Cl:16][C:17]1[CH:22]=[CH:21][C:20]([NH:23][C:24]([N:2]2[CH2:7][CH2:6][C:5](=[O:8])[CH2:4][CH2:3]2)=[O:25])=[CH:19][CH:18]=1. (5) Given the reactants [CH3:1][C:2]1[CH:7]=[CH:6][C:5]([S:8]([O:11][CH2:12][CH:13]2[CH2:17][C:16]3[CH:18]=[CH:19][CH:20]=[C:21](Br)[C:15]=3[O:14]2)(=[O:10])=[O:9])=[CH:4][CH:3]=1.[Cl:23][C:24]1[CH:29]=[CH:28][C:27]([Cl:30])=[CH:26][C:25]=1B(O)O, predict the reaction product. The product is: [CH3:1][C:2]1[CH:7]=[CH:6][C:5]([S:8]([O:11][CH2:12][CH:13]2[CH2:17][C:16]3[CH:18]=[CH:19][CH:20]=[C:21]([C:28]4[CH:29]=[C:24]([Cl:23])[CH:25]=[CH:26][C:27]=4[Cl:30])[C:15]=3[O:14]2)(=[O:10])=[O:9])=[CH:4][CH:3]=1. (6) The product is: [C:1]([O:5][C:6]([N:8]1[CH2:12][C@@H:11]([CH2:13][N:14]([CH:31]([CH3:32])[CH3:33])[C:15](=[O:30])[C:16]2[CH:21]=[CH:20][C:19]([O:22][CH3:23])=[C:18]([O:24][CH2:25][CH2:26][CH2:27][O:28][CH3:29])[CH:17]=2)[C@H:10]([NH:34][CH2:36][C:37](=[O:38])[NH:39][CH:40]2[CH2:42][CH2:41]2)[CH2:9]1)=[O:7])([CH3:3])([CH3:4])[CH3:2]. Given the reactants [C:1]([O:5][C:6]([N:8]1[CH2:12][C@@H:11]([CH2:13][N:14]([CH:31]([CH3:33])[CH3:32])[C:15](=[O:30])[C:16]2[CH:21]=[CH:20][C:19]([O:22][CH3:23])=[C:18]([O:24][CH2:25][CH2:26][CH2:27][O:28][CH3:29])[CH:17]=2)[C@H:10]([NH2:34])[CH2:9]1)=[O:7])([CH3:4])([CH3:3])[CH3:2].Br[CH2:36][C:37]([NH:39][CH:40]1[CH2:42][CH2:41]1)=[O:38].C(=O)([O-])[O-].[Cs+].[Cs+].C([O-])(O)=O.[Na+], predict the reaction product.